Predict the reaction yield, written as a fraction of the theoretical maximum amount of product (1.0 means a 100% yield; for example, 0.34 means a 34% yield). From a dataset of Reaction yield outcomes from USPTO patents with 853,638 reactions. The reactants are [Br:1][C:2]1[CH:17]=[C:16]([S:18]([CH2:21][CH3:22])(=[O:20])=[O:19])[CH:15]=[CH:14][C:3]=1[O:4][C:5]1[C:12]([CH3:13])=[CH:11][CH:10]=[CH:9][C:6]=1[CH:7]=[O:8].[BH4-].[Na+]. The catalyst is O1CCCC1. The product is [Br:1][C:2]1[CH:17]=[C:16]([S:18]([CH2:21][CH3:22])(=[O:19])=[O:20])[CH:15]=[CH:14][C:3]=1[O:4][C:5]1[C:12]([CH3:13])=[CH:11][CH:10]=[CH:9][C:6]=1[CH2:7][OH:8]. The yield is 0.830.